Dataset: Peptide-MHC class I binding affinity with 185,985 pairs from IEDB/IMGT. Task: Regression. Given a peptide amino acid sequence and an MHC pseudo amino acid sequence, predict their binding affinity value. This is MHC class I binding data. (1) The peptide sequence is MIKYCLLKILK. The MHC is HLA-A01:01 with pseudo-sequence HLA-A01:01. The binding affinity (normalized) is 0.0847. (2) The peptide sequence is RETWTVNDI. The MHC is Mamu-B52 with pseudo-sequence Mamu-B52. The binding affinity (normalized) is 0.233. (3) The peptide sequence is NDTSSTVLF. The MHC is HLA-A02:01 with pseudo-sequence HLA-A02:01. The binding affinity (normalized) is 0.